From a dataset of Reaction yield outcomes from USPTO patents with 853,638 reactions. Predict the reaction yield, written as a fraction of the theoretical maximum amount of product (1.0 means a 100% yield; for example, 0.34 means a 34% yield). (1) The reactants are [C:1]([Si:5]([O:8][CH:9]([CH2:14][CH2:15][C:16]1[CH:21]=[CH:20][C:19]([C:22]([CH2:41][CH3:42])([C:25]2[CH:30]=[CH:29][C:28](B3OC(C)(C)C(C)(C)O3)=[C:27]([CH3:40])[CH:26]=2)[CH2:23][CH3:24])=[CH:18][C:17]=1[CH3:43])[C:10]([CH3:13])([CH3:12])[CH3:11])([CH3:7])[CH3:6])([CH3:4])([CH3:3])[CH3:2].[CH2:44]([O:46][C:47](=[O:55])[CH2:48][C:49]1[N:50]=[C:51](Br)[S:52][CH:53]=1)[CH3:45].P([O-])([O-])([O-])=O.[K+].[K+].[K+]. The catalyst is C1C=CC([P]([Pd]([P](C2C=CC=CC=2)(C2C=CC=CC=2)C2C=CC=CC=2)([P](C2C=CC=CC=2)(C2C=CC=CC=2)C2C=CC=CC=2)[P](C2C=CC=CC=2)(C2C=CC=CC=2)C2C=CC=CC=2)(C2C=CC=CC=2)C2C=CC=CC=2)=CC=1.O. The product is [CH2:44]([O:46][C:47](=[O:55])[CH2:48][C:49]1[N:50]=[C:51]([C:28]2[CH:29]=[CH:30][C:25]([C:22]([C:19]3[CH:20]=[CH:21][C:16]([CH2:15][CH2:14][CH:9]([O:8][Si:5]([C:1]([CH3:4])([CH3:3])[CH3:2])([CH3:6])[CH3:7])[C:10]([CH3:13])([CH3:12])[CH3:11])=[C:17]([CH3:43])[CH:18]=3)([CH2:23][CH3:24])[CH2:41][CH3:42])=[CH:26][C:27]=2[CH3:40])[S:52][CH:53]=1)[CH3:45]. The yield is 0.820. (2) The reactants are [BH-](OC(C)=O)(OC(C)=O)OC(C)=O.[Na+].[Br:15][C:16]1[N:21]=[C:20]([CH:22]=O)[CH:19]=[CH:18][CH:17]=1.[NH:24]1[CH2:29][CH2:28][O:27][CH2:26][CH2:25]1.C([O-])(O)=O.[Na+]. The catalyst is ClCCCl. The product is [Br:15][C:16]1[N:21]=[C:20]([CH2:22][N:24]2[CH2:29][CH2:28][O:27][CH2:26][CH2:25]2)[CH:19]=[CH:18][CH:17]=1. The yield is 0.680. (3) The reactants are Cl[C:2]1[N:3]([C:13]2[CH:18]=[CH:17][CH:16]=[CH:15][CH:14]=2)[C:4]2[C:9]([C:10]=1[CH:11]=[O:12])=[CH:8][CH:7]=[CH:6][CH:5]=2.[NH:19]1[CH2:24][CH2:23][CH2:22][CH2:21][CH2:20]1. No catalyst specified. The product is [N:19]1([C:2]2[N:3]([C:13]3[CH:18]=[CH:17][CH:16]=[CH:15][CH:14]=3)[C:4]3[C:9]([C:10]=2[CH:11]=[O:12])=[CH:8][CH:7]=[CH:6][CH:5]=3)[CH2:24][CH2:23][CH2:22][CH2:21][CH2:20]1. The yield is 0.500. (4) The reactants are [NH2:1][CH2:2][CH2:3][N:4]1[CH2:9][CH2:8][O:7][CH2:6][CH2:5]1.CN(C=O)C.[CH3:15][O:16][C:17]1[CH:22]=[CH:21][C:20]([C:23]2[C:36](=[O:37])[C:35]3[C:26](=[C:27]([O:38][CH2:39][CH2:40][CH3:41])[CH:28]=[C:29]4[C:34]=3[O:33][CH2:32][CH2:31][CH2:30]4)[N:25]([CH2:42][C:43](O)=[O:44])[CH:24]=2)=[CH:19][CH:18]=1.F[P-](F)(F)(F)(F)F.N1(OC(N(C)C)=[N+](C)C)C2N=CC=CC=2N=N1. The catalyst is C(N(CC)CC)C. The product is [CH3:15][O:16][C:17]1[CH:18]=[CH:19][C:20]([C:23]2[C:36](=[O:37])[C:35]3[C:26](=[C:27]([O:38][CH2:39][CH2:40][CH3:41])[CH:28]=[C:29]4[C:34]=3[O:33][CH2:32][CH2:31][CH2:30]4)[N:25]([CH2:42][C:43]([NH:1][CH2:2][CH2:3][N:4]3[CH2:9][CH2:8][O:7][CH2:6][CH2:5]3)=[O:44])[CH:24]=2)=[CH:21][CH:22]=1. The yield is 0.160. (5) The reactants are [CH3:1][O:2][C:3](=[O:14])[C@H:4]([CH2:6][C:7]1[CH:12]=[CH:11][C:10]([OH:13])=[CH:9][CH:8]=1)[NH2:5].[F:15][C:16]1[CH:27]=[CH:26][C:19]([C:20]([CH2:22][C:23]([CH3:25])=O)=[O:21])=[CH:18][CH:17]=1. The catalyst is CO. The product is [CH3:1][O:2][C:3](=[O:14])[CH:4]([NH:5][C:23]([CH3:25])=[CH:22][C:20](=[O:21])[C:19]1[CH:26]=[CH:27][C:16]([F:15])=[CH:17][CH:18]=1)[CH2:6][C:7]1[CH:8]=[CH:9][C:10]([OH:13])=[CH:11][CH:12]=1. The yield is 0.960. (6) The yield is 0.930. The product is [CH2:1]([O:8][C@@:9]12[CH2:33][O:32][C@@H:10]1[C@H:11]([N:23]1[CH:31]=[C:29]([CH3:30])[C:27](=[O:28])[NH:26][C:24]1=[O:25])[O:12][C@@H:13]2[CH2:14][O:15][CH2:16][C:17]1[CH:22]=[CH:21][CH:20]=[CH:19][CH:18]=1)[C:2]1[CH:7]=[CH:6][CH:5]=[CH:4][CH:3]=1. The reactants are [CH2:1]([O:8][C@:9]1([CH2:33]O)[C@@H:13]([CH2:14][O:15][CH2:16][C:17]2[CH:22]=[CH:21][CH:20]=[CH:19][CH:18]=2)[O:12][C@@H:11]([N:23]2[CH:31]=[C:29]([CH3:30])[C:27](=[O:28])[NH:26][C:24]2=[O:25])[C@H:10]1[OH:32])[C:2]1[CH:7]=[CH:6][CH:5]=[CH:4][CH:3]=1.CS(Cl)(=O)=O.O.[H-].[Na+]. The catalyst is N1C=CC=CC=1.CN(C=O)C.